Dataset: Peptide-MHC class II binding affinity with 134,281 pairs from IEDB. Task: Regression. Given a peptide amino acid sequence and an MHC pseudo amino acid sequence, predict their binding affinity value. This is MHC class II binding data. (1) The peptide sequence is VDIINRWQVVAPQLP. The MHC is HLA-DPA10201-DPB10501 with pseudo-sequence HLA-DPA10201-DPB10501. The binding affinity (normalized) is 0.207. (2) The peptide sequence is KRHRLIGAVVLAVSV. The MHC is HLA-DPA10103-DPB10301 with pseudo-sequence HLA-DPA10103-DPB10301. The binding affinity (normalized) is 0.855. (3) The peptide sequence is AGDGDVVAVDIKEKG. The MHC is HLA-DQA10101-DQB10501 with pseudo-sequence HLA-DQA10101-DQB10501. The binding affinity (normalized) is 0. (4) The peptide sequence is QGVADAYITLVTLPK. The MHC is DRB1_0101 with pseudo-sequence DRB1_0101. The binding affinity (normalized) is 0.536. (5) The peptide sequence is MIRIIAQGPKATFEA. The MHC is DRB3_0202 with pseudo-sequence DRB3_0202. The binding affinity (normalized) is 0.467. (6) The peptide sequence is PRYISLIPVNVVAD. The MHC is DRB1_1101 with pseudo-sequence DRB1_1101. The binding affinity (normalized) is 0.446. (7) The peptide sequence is ERTVRVLDTVEKWLA. The MHC is DRB1_0701 with pseudo-sequence DRB1_0701. The binding affinity (normalized) is 0.359. (8) The peptide sequence is EKKYFAAMQFEPLAA. The MHC is HLA-DPA10201-DPB11401 with pseudo-sequence HLA-DPA10201-DPB11401. The binding affinity (normalized) is 0.682.